Dataset: Full USPTO retrosynthesis dataset with 1.9M reactions from patents (1976-2016). Task: Predict the reactants needed to synthesize the given product. (1) The reactants are: Br[C:2]1[S:3][C:4]2[CH:10]=[CH:9][CH:8]=[CH:7][C:5]=2[N:6]=1.[C:11]([O:15][C:16](=[O:21])[NH:17][CH2:18][CH2:19][NH2:20])([CH3:14])([CH3:13])[CH3:12]. Given the product [S:3]1[C:4]2[CH:10]=[CH:9][CH:8]=[CH:7][C:5]=2[N:6]=[C:2]1[NH:20][CH2:19][CH2:18][NH:17][C:16](=[O:21])[O:15][C:11]([CH3:13])([CH3:12])[CH3:14], predict the reactants needed to synthesize it. (2) Given the product [CH3:25][O:26][C:27]1[CH:28]=[CH:29][C:30]2[S:34][C:33]([C:35]([N:51]3[CH2:56][CH2:55][O:54][CH2:53][CH2:52]3)=[O:37])=[N:32][C:31]=2[C:38]=1[N+:39]([O-:41])=[O:40], predict the reactants needed to synthesize it. The reactants are: F[P-](F)(F)(F)(F)F.Br[P+](N1CCCC1)(N1CCCC1)N1CCCC1.[CH3:25][O:26][C:27]1[CH:28]=[CH:29][C:30]2[S:34][C:33]([C:35]([OH:37])=O)=[N:32][C:31]=2[C:38]=1[N+:39]([O-:41])=[O:40].C(N(C(C)C)CC)(C)C.[NH:51]1[CH2:56][CH2:55][O:54][CH2:53][CH2:52]1.CN(C1C=CC=CN=1)C.